Dataset: Catalyst prediction with 721,799 reactions and 888 catalyst types from USPTO. Task: Predict which catalyst facilitates the given reaction. (1) Reactant: Br[C:2]1[O:3][C:4]([C:8]2[N:12]3[N:13]=[C:14]([CH3:22])[CH:15]=[C:16]([CH:17]([CH2:20][CH3:21])[CH2:18][CH3:19])[C:11]3=[N:10][C:9]=2[CH3:23])=[C:5]([CH3:7])[N:6]=1.C(=O)([O-])[O-].[Cs+].[Cs+].[CH3:30][NH:31][CH3:32]. Product: [CH2:18]([CH:17]([C:16]1[C:11]2[N:12]([C:8]([C:4]3[O:3][C:2]([N:31]([CH3:32])[CH3:30])=[N:6][C:5]=3[CH3:7])=[C:9]([CH3:23])[N:10]=2)[N:13]=[C:14]([CH3:22])[CH:15]=1)[CH2:20][CH3:21])[CH3:19]. The catalyst class is: 1. (2) Reactant: C1CN([P+](ON2N=NC3C=CC=CC2=3)(N2CCCC2)N2CCCC2)CC1.F[P-](F)(F)(F)(F)F.C(N(CC)C(C)C)(C)C.[Cl:43][C:44]1[CH:45]=[CH:46][C:47]2[N:53]3[C:54]([CH:57]([CH3:59])[CH3:58])=[N:55][N:56]=[C:52]3[CH:51]([CH2:60][C:61](O)=[O:62])[O:50][CH:49]([C:64]3[CH:69]=[CH:68][CH:67]=[C:66]([O:70][CH3:71])[C:65]=3[O:72][CH3:73])[C:48]=2[CH:74]=1.[NH:75]1[CH2:80][CH2:79][O:78][CH2:77][CH2:76]1. Product: [Cl:43][C:44]1[CH:45]=[CH:46][C:47]2[N:53]3[C:54]([CH:57]([CH3:59])[CH3:58])=[N:55][N:56]=[C:52]3[CH:51]([CH2:60][C:61]([N:75]3[CH2:80][CH2:79][O:78][CH2:77][CH2:76]3)=[O:62])[O:50][CH:49]([C:64]3[CH:69]=[CH:68][CH:67]=[C:66]([O:70][CH3:71])[C:65]=3[O:72][CH3:73])[C:48]=2[CH:74]=1. The catalyst class is: 7. (3) Reactant: Br[CH2:2][C:3]1[N:8]([CH2:9][CH2:10][C:11]2[CH:20]=[CH:19][C:14]([C:15]([O:17][CH3:18])=[O:16])=[CH:13][CH:12]=2)[C:7](=[O:21])[C:6]([Cl:22])=[CH:5][C:4]=1[Cl:23].C(=O)([O-])[O-].[K+].[K+].[CH:30]([C:33]1[CH:34]=[C:35]([NH:39][CH3:40])[CH:36]=[CH:37][CH:38]=1)([CH3:32])[CH3:31].O. Product: [Cl:22][C:6]1[C:7](=[O:21])[N:8]([CH2:9][CH2:10][C:11]2[CH:20]=[CH:19][C:14]([C:15]([O:17][CH3:18])=[O:16])=[CH:13][CH:12]=2)[C:3]([CH2:2][N:39]([C:35]2[CH:36]=[CH:37][CH:38]=[C:33]([CH:30]([CH3:32])[CH3:31])[CH:34]=2)[CH3:40])=[C:4]([Cl:23])[CH:5]=1. The catalyst class is: 39.